This data is from Peptide-MHC class I binding affinity with 185,985 pairs from IEDB/IMGT. The task is: Regression. Given a peptide amino acid sequence and an MHC pseudo amino acid sequence, predict their binding affinity value. This is MHC class I binding data. (1) The peptide sequence is LENLVILNAA. The MHC is Patr-B2401 with pseudo-sequence Patr-B2401. The binding affinity (normalized) is 0.246. (2) The peptide sequence is KTFFWFNEV. The MHC is HLA-A30:01 with pseudo-sequence HLA-A30:01. The binding affinity (normalized) is 0.581. (3) The peptide sequence is FLPGQYMNI. The MHC is HLA-A01:01 with pseudo-sequence HLA-A01:01. The binding affinity (normalized) is 0.0847. (4) The peptide sequence is DPAKAYKDY. The binding affinity (normalized) is 0. The MHC is HLA-A23:01 with pseudo-sequence HLA-A23:01.